This data is from NCI-60 drug combinations with 297,098 pairs across 59 cell lines. The task is: Regression. Given two drug SMILES strings and cell line genomic features, predict the synergy score measuring deviation from expected non-interaction effect. (1) Drug 1: C1=NC(=NC(=O)N1C2C(C(C(O2)CO)O)O)N. Cell line: SF-539. Drug 2: CC12CCC3C(C1CCC2OP(=O)(O)O)CCC4=C3C=CC(=C4)OC(=O)N(CCCl)CCCl.[Na+]. Synergy scores: CSS=9.25, Synergy_ZIP=-5.45, Synergy_Bliss=0.761, Synergy_Loewe=-14.3, Synergy_HSA=-0.0370. (2) Drug 1: CC1CCC2CC(C(=CC=CC=CC(CC(C(=O)C(C(C(=CC(C(=O)CC(OC(=O)C3CCCCN3C(=O)C(=O)C1(O2)O)C(C)CC4CCC(C(C4)OC)OCCO)C)C)O)OC)C)C)C)OC. Drug 2: C1CNP(=O)(OC1)N(CCCl)CCCl. Cell line: SF-268. Synergy scores: CSS=2.08, Synergy_ZIP=-1.34, Synergy_Bliss=-0.650, Synergy_Loewe=-6.35, Synergy_HSA=-1.26. (3) Drug 1: C1=CC(=CC=C1CC(C(=O)O)N)N(CCCl)CCCl.Cl. Drug 2: CN1C(=O)N2C=NC(=C2N=N1)C(=O)N. Cell line: K-562. Synergy scores: CSS=12.2, Synergy_ZIP=-2.30, Synergy_Bliss=2.50, Synergy_Loewe=-10.6, Synergy_HSA=-4.04. (4) Drug 1: C1=CC(=C2C(=C1NCCNCCO)C(=O)C3=C(C=CC(=C3C2=O)O)O)NCCNCCO. Drug 2: C1=NC2=C(N=C(N=C2N1C3C(C(C(O3)CO)O)O)F)N. Cell line: M14. Synergy scores: CSS=29.3, Synergy_ZIP=0.537, Synergy_Bliss=3.26, Synergy_Loewe=-20.8, Synergy_HSA=4.87. (5) Drug 1: CN1CCC(CC1)COC2=C(C=C3C(=C2)N=CN=C3NC4=C(C=C(C=C4)Br)F)OC. Drug 2: CC12CCC(CC1=CCC3C2CCC4(C3CC=C4C5=CN=CC=C5)C)O. Cell line: U251. Synergy scores: CSS=13.0, Synergy_ZIP=-0.448, Synergy_Bliss=3.29, Synergy_Loewe=3.02, Synergy_HSA=4.42.